From a dataset of Full USPTO retrosynthesis dataset with 1.9M reactions from patents (1976-2016). Predict the reactants needed to synthesize the given product. (1) The reactants are: Br[C:2]1[CH:3]=[C:4]([NH:26][C:27]2[CH:28]=[N:29][CH:30]=[CH:31][CH:32]=2)[CH:5]=[C:6]([O:8][Si:9]([C:22]([CH3:25])([CH3:24])[CH3:23])([C:16]2[CH:21]=[CH:20][CH:19]=[CH:18][CH:17]=2)[C:10]2[CH:15]=[CH:14][CH:13]=[CH:12][CH:11]=2)[CH:7]=1.[B:33]1([B:33]2[O:37][C:36]([CH3:39])([CH3:38])[C:35]([CH3:41])([CH3:40])[O:34]2)[O:37][C:36]([CH3:39])([CH3:38])[C:35]([CH3:41])([CH3:40])[O:34]1.C([O-])(=O)C.[K+].O1CCOCC1. Given the product [C:22]([Si:9]([C:10]1[CH:15]=[CH:14][CH:13]=[CH:12][CH:11]=1)([C:16]1[CH:17]=[CH:18][CH:19]=[CH:20][CH:21]=1)[O:8][C:6]1[CH:5]=[C:4]([NH:26][C:27]2[CH:28]=[N:29][CH:30]=[CH:31][CH:32]=2)[CH:3]=[C:2]([B:33]2[O:37][C:36]([CH3:39])([CH3:38])[C:35]([CH3:41])([CH3:40])[O:34]2)[CH:7]=1)([CH3:25])([CH3:24])[CH3:23], predict the reactants needed to synthesize it. (2) Given the product [CH3:31][CH:30]([CH3:32])[CH2:29][C:28]([N:1]1[CH2:6][CH2:5][CH:4]([NH:7][C:8]([NH:10][C:11]2[CH:16]=[CH:15][C:14]([C:17]([F:18])([F:19])[F:20])=[CH:13][CH:12]=2)=[O:9])[CH2:3][CH2:2]1)=[O:33], predict the reactants needed to synthesize it. The reactants are: [NH:1]1[CH2:6][CH2:5][CH:4]([NH:7][C:8]([NH:10][C:11]2[CH:16]=[CH:15][C:14]([C:17]([F:20])([F:19])[F:18])=[CH:13][CH:12]=2)=[O:9])[CH2:3][CH2:2]1.CCN(CC)CC.[C:28](Cl)(=[O:33])[CH2:29][CH:30]([CH3:32])[CH3:31].O. (3) Given the product [F:8][C:6]1[CH:5]=[C:4]([CH2:9][C:10]([NH:12][C@H:13]([C:15]([NH:19][CH:20]([C:25]2[CH:30]=[CH:29][CH:28]=[C:27]([F:31])[CH:26]=2)[C:21]([O:23][CH3:24])=[O:22])=[O:17])[CH3:14])=[O:11])[CH:3]=[C:2]([F:1])[CH:7]=1, predict the reactants needed to synthesize it. The reactants are: [F:1][C:2]1[CH:3]=[C:4]([CH2:9][C:10]([NH:12][C@H:13]([C:15]([OH:17])=O)[CH3:14])=[O:11])[CH:5]=[C:6]([F:8])[CH:7]=1.Cl.[NH2:19][CH:20]([C:25]1[CH:30]=[CH:29][CH:28]=[C:27]([F:31])[CH:26]=1)[C:21]([O:23][CH3:24])=[O:22].